This data is from Forward reaction prediction with 1.9M reactions from USPTO patents (1976-2016). The task is: Predict the product of the given reaction. (1) Given the reactants [CH3:1][O:2][C:3]1[CH:13]=[CH:12][C:6]([O:7][CH2:8][CH2:9][C:10]#[N:11])=[CH:5][CH:4]=1.[OH-].[Na+].C1(C)C=CC=CC=1, predict the reaction product. The product is: [CH3:1][O:2][C:3]1[CH:13]=[CH:12][C:6]([O:7][CH2:8][CH2:9][CH2:10][NH2:11])=[CH:5][CH:4]=1. (2) Given the reactants [CH2:1]([N:8]1[CH2:12][CH:11]([C:13](OC)=[O:14])[CH:10]([C:17](OC)=[O:18])[CH2:9]1)[C:2]1[CH:7]=[CH:6][CH:5]=[CH:4][CH:3]=1.[H-].[H-].[H-].[H-].[Li+].[Al+3], predict the reaction product. The product is: [CH2:1]([N:8]1[CH2:12][CH:11]([CH2:13][OH:14])[CH:10]([CH2:17][OH:18])[CH2:9]1)[C:2]1[CH:3]=[CH:4][CH:5]=[CH:6][CH:7]=1. (3) Given the reactants [N:1]([CH:4]1[CH2:9][CH2:8][O:7][CH:6]([C:10]2[CH:18]=[CH:17][C:13]3[O:14][CH2:15][O:16][C:12]=3[CH:11]=2)[CH2:5]1)=[N+]=[N-].[F:19][C:20]1([F:35])[O:24][C:23]2[CH:25]=[CH:26][C:27]([C:29]3([C:32](O)=[O:33])[CH2:31][CH2:30]3)=[CH:28][C:22]=2[O:21]1.C(Cl)(=O)C(Cl)=O.O1C2C=CC(C3CC(N)CCO3)=CC=2OC1.C(N(CC)CC)C, predict the reaction product. The product is: [O:14]1[C:13]2[CH:17]=[CH:18][C:10]([C@@H:6]3[CH2:5][C@H:4]([NH:1][C:32]([C:29]4([C:27]5[CH:26]=[CH:25][C:23]6[O:24][C:20]([F:35])([F:19])[O:21][C:22]=6[CH:28]=5)[CH2:31][CH2:30]4)=[O:33])[CH2:9][CH2:8][O:7]3)=[CH:11][C:12]=2[O:16][CH2:15]1. (4) The product is: [NH:35]1[C:39]2[CH:40]=[CH:41][C:42]([CH2:44][NH:34][C@@H:10]3[CH2:9][NH:8][CH2:12][C@H:11]3[CH2:13][N:14]([CH:31]([CH3:33])[CH3:32])[C:15](=[O:30])[C:16]3[CH:21]=[CH:20][C:19]([O:22][CH3:23])=[C:18]([O:24][CH2:25][CH2:26][CH2:27][O:28][CH3:29])[CH:17]=3)=[CH:43][C:38]=2[N:37]=[CH:36]1. Given the reactants C(OC([N:8]1[CH2:12][C@@H:11]([CH2:13][N:14]([CH:31]([CH3:33])[CH3:32])[C:15](=[O:30])[C:16]2[CH:21]=[CH:20][C:19]([O:22][CH3:23])=[C:18]([O:24][CH2:25][CH2:26][CH2:27][O:28][CH3:29])[CH:17]=2)[C@H:10]([NH2:34])[CH2:9]1)=O)(C)(C)C.[NH:35]1[C:39]2[CH:40]=[CH:41][C:42]([CH:44]=O)=[CH:43][C:38]=2[N:37]=[CH:36]1.CC#N.O.CC#N, predict the reaction product.